This data is from Reaction yield outcomes from USPTO patents with 853,638 reactions. The task is: Predict the reaction yield, written as a fraction of the theoretical maximum amount of product (1.0 means a 100% yield; for example, 0.34 means a 34% yield). (1) The reactants are [Br:1][C:2]1[CH:3]=[C:4]2[C:13](=[CH:14][CH:15]=1)[CH:12]=[CH:11][C:10]1[CH:9]=[CH:8][C:7]([OH:16])=[CH:6][C:5]2=1.Br[CH2:18][CH:19]1[CH2:21][CH2:20]1.C(=O)([O-])[O-].[K+].[K+].O. The catalyst is CC(C)=O.[I-].[K+]. The product is [Br:1][C:2]1[CH:15]=[CH:14][C:13]2[CH:12]=[CH:11][C:10]3[C:5]([C:4]=2[CH:3]=1)=[CH:6][C:7]([O:16][CH2:18][CH:19]1[CH2:21][CH2:20]1)=[CH:8][CH:9]=3. The yield is 0.870. (2) The reactants are [CH2:1]1[CH2:5]OC[CH2:2]1.[CH2:6]([O:8][C:9](=[O:22])[CH2:10][C:11]([C:14]1[CH:19]=[CH:18][C:17]([Cl:20])=[CH:16][C:15]=1[Cl:21])([CH3:13])[CH3:12])[CH3:7].[Li+].CC([N-]C(C)C)C.C(Br)C=C. The catalyst is C(OCC)C. The product is [CH2:6]([O:8][C:9](=[O:22])[CH:10]([C:11]([C:14]1[CH:19]=[CH:18][C:17]([Cl:20])=[CH:16][C:15]=1[Cl:21])([CH3:13])[CH3:12])[CH2:5][CH:1]=[CH2:2])[CH3:7]. The yield is 0.520.